From a dataset of Peptide-MHC class II binding affinity with 134,281 pairs from IEDB. Regression. Given a peptide amino acid sequence and an MHC pseudo amino acid sequence, predict their binding affinity value. This is MHC class II binding data. (1) The peptide sequence is FDRLETLILLRAFTE. The MHC is DRB1_0401 with pseudo-sequence DRB1_0401. The binding affinity (normalized) is 0.379. (2) The MHC is DRB1_0101 with pseudo-sequence DRB1_0101. The binding affinity (normalized) is 0.0411. The peptide sequence is VNDGVFDIRSEEFED. (3) The peptide sequence is FTLASSETG. The MHC is DRB1_0401 with pseudo-sequence DRB1_0401. The binding affinity (normalized) is 0. (4) The peptide sequence is EKKYFAATQQEPLAA. The MHC is HLA-DPA10201-DPB10501 with pseudo-sequence HLA-DPA10201-DPB10501. The binding affinity (normalized) is 0.383. (5) The peptide sequence is TEAEDVIPEGWKADTSYESK. The MHC is DRB1_0405 with pseudo-sequence DRB1_0405. The binding affinity (normalized) is 0.492. (6) The MHC is DRB1_1301 with pseudo-sequence DRB1_1301. The binding affinity (normalized) is 0. The peptide sequence is KNPTDTGHGTVVMQV. (7) The peptide sequence is LDEVYNAAYNAADHA. The MHC is DRB1_0101 with pseudo-sequence DRB1_0101. The binding affinity (normalized) is 0.416. (8) The peptide sequence is QGVYMGNLSQSQLAK. The MHC is DRB1_0405 with pseudo-sequence DRB1_0405. The binding affinity (normalized) is 0.494. (9) The peptide sequence is ILVQAGEAETMTPSG. The MHC is DRB1_1501 with pseudo-sequence DRB1_1501. The binding affinity (normalized) is 0.